Dataset: Full USPTO retrosynthesis dataset with 1.9M reactions from patents (1976-2016). Task: Predict the reactants needed to synthesize the given product. Given the product [C:4]([C:6]1[N:7]=[CH:8][C:9]([CH2:12][NH:13][C:14]([C:16]2[C:17]3[CH:18]=[N:19][N:20]([C:25]4[CH:30]=[CH:29][C:28]([F:31])=[CH:27][CH:26]=4)[C:21]=3[CH:22]=[CH:23][CH:24]=2)=[O:15])=[CH:10][CH:11]=1)(=[O:5])[NH2:32], predict the reactants needed to synthesize it. The reactants are: C(O[C:4]([C:6]1[CH:11]=[CH:10][C:9]([CH2:12][NH:13][C:14]([C:16]2[C:17]3[CH:18]=[N:19][N:20]([C:25]4[CH:30]=[CH:29][C:28]([F:31])=[CH:27][CH:26]=4)[C:21]=3[CH:22]=[CH:23][CH:24]=2)=[O:15])=[CH:8][N:7]=1)=[O:5])C.[NH3:32].CO.